Dataset: HIV replication inhibition screening data with 41,000+ compounds from the AIDS Antiviral Screen. Task: Binary Classification. Given a drug SMILES string, predict its activity (active/inactive) in a high-throughput screening assay against a specified biological target. (1) The compound is O=C1C2ON(c3ccccc3)C(c3ccccc3)C2C(=O)N1c1ccc(Cc2ccc(N3C(=O)C4ON(c5ccccc5)C(c5ccccc5)C4C3=O)cc2)cc1. The result is 0 (inactive). (2) The compound is SC1N=C(c2ccco2)N2C(S)N=C(c3ccccc3)N12. The result is 0 (inactive). (3) The molecule is Cc1ccc(S(=O)(=O)OCCOC(Cc2ccccc2)n2cc(C)c(=O)[nH]c2=O)cc1. The result is 0 (inactive). (4) The result is 0 (inactive). The compound is CC12CCC(CC1=O)C2(C)CCC(N)=O.